Dataset: Catalyst prediction with 721,799 reactions and 888 catalyst types from USPTO. Task: Predict which catalyst facilitates the given reaction. (1) Reactant: [CH3:1][C:2]1[CH:19]=[CH:18][C:5]([CH2:6][CH:7]2[CH2:12][CH2:11][N:10]([C:13](=[O:17])[C:14]([OH:16])=O)[CH2:9][CH2:8]2)=[CH:4][CH:3]=1.[NH2:20][C:21]1[CH:30]=[CH:29][C:24]2[NH:25][C:26](=[O:28])[NH:27][C:23]=2[CH:22]=1. Product: [CH3:1][C:2]1[CH:3]=[CH:4][C:5]([CH2:6][CH:7]2[CH2:8][CH2:9][N:10]([C:13](=[O:17])[C:14]([NH:20][C:21]3[CH:30]=[CH:29][C:24]4[NH:25][C:26](=[O:28])[NH:27][C:23]=4[CH:22]=3)=[O:16])[CH2:11][CH2:12]2)=[CH:18][CH:19]=1. The catalyst class is: 27. (2) Reactant: Cl[C:2]1[CH:7]=[C:6]([N:8]2[CH2:13][CH2:12][O:11][CH2:10][CH2:9]2)[N:5]=[C:4]([N:14]([CH3:16])[CH3:15])[N:3]=1.[CH3:17][C:18]1[N:23]=[CH:22][C:21]([NH:24][C:25](=[O:36])[C:26]2[CH:31]=[CH:30][CH:29]=[C:28]([C:32]([F:35])([F:34])[F:33])[CH:27]=2)=[CH:20][C:19]=1B1OC(C)(C)C(C)(C)O1.C(Cl)Cl.C(=O)([O-])[O-].[Na+].[Na+]. Product: [CH3:15][N:14]([CH3:16])[C:4]1[N:3]=[C:2]([C:19]2[CH:20]=[C:21]([NH:24][C:25](=[O:36])[C:26]3[CH:31]=[CH:30][CH:29]=[C:28]([C:32]([F:33])([F:35])[F:34])[CH:27]=3)[CH:22]=[N:23][C:18]=2[CH3:17])[CH:7]=[C:6]([N:8]2[CH2:13][CH2:12][O:11][CH2:10][CH2:9]2)[N:5]=1. The catalyst class is: 438. (3) The catalyst class is: 11. Product: [F:16][C:17]1[CH:24]=[CH:23][C:20](/[CH:21]=[N:15]/[NH:14][C:12](=[O:13])[CH2:11][CH2:10][C:3]2[C:4]3[C:9](=[CH:8][CH:7]=[CH:6][CH:5]=3)[NH:1][CH:2]=2)=[CH:19][CH:18]=1. Reactant: [NH:1]1[C:9]2[C:4](=[CH:5][CH:6]=[CH:7][CH:8]=2)[C:3]([CH2:10][CH2:11][C:12]([NH:14][NH2:15])=[O:13])=[CH:2]1.[F:16][C:17]1[CH:24]=[CH:23][C:20]([CH:21]=O)=[CH:19][CH:18]=1. (4) Reactant: Br[CH2:2][C:3]1[CH:8]=[CH:7][C:6]([C:9]2[CH:14]=[CH:13][CH:12]=[CH:11][C:10]=2[C:15]([O:17][C:18]([CH3:21])([CH3:20])[CH3:19])=[O:16])=[CH:5][CH:4]=1.[N-:22]=[N+:23]=[N-:24].[Na+]. Product: [N:22]([CH2:2][C:3]1[CH:8]=[CH:7][C:6]([C:9]2[CH:14]=[CH:13][CH:12]=[CH:11][C:10]=2[C:15]([O:17][C:18]([CH3:21])([CH3:20])[CH3:19])=[O:16])=[CH:5][CH:4]=1)=[N+:23]=[N-:24]. The catalyst class is: 35. (5) Reactant: [F:1][C:2]1[CH:10]=[C:9]([CH:11]=[O:12])[CH:8]=[CH:7][C:3]=1[C:4](O)=[O:5].C(Cl)(=O)C([Cl:16])=O. Product: [F:1][C:2]1[CH:10]=[C:9]([CH:11]=[O:12])[CH:8]=[CH:7][C:3]=1[C:4]([Cl:16])=[O:5]. The catalyst class is: 121.